From a dataset of HIV replication inhibition screening data with 41,000+ compounds from the AIDS Antiviral Screen. Binary Classification. Given a drug SMILES string, predict its activity (active/inactive) in a high-throughput screening assay against a specified biological target. (1) The drug is Cc1cccc(C(C)C)c1NC(=O)C(=O)CC(=O)c1c(C)[n+]([O-])c2ccccc2[n+]1[O-]. The result is 0 (inactive). (2) The result is 0 (inactive). The compound is CCOP(=O)(OCC)OC1c2[nH]cc(C(=O)OCc3ccccc3)c2-c2cc(C(=O)OC)[nH]c2C1OC. (3) The compound is O=S(Nc1ccccc1)c1cccc(Cl)c1. The result is 0 (inactive).